From a dataset of Full USPTO retrosynthesis dataset with 1.9M reactions from patents (1976-2016). Predict the reactants needed to synthesize the given product. (1) Given the product [CH3:12][N:10]1[C:9](=[O:13])[C:8]2=[CH:14][N:15]([CH2:17][C:18]3[C:27]4[C:22](=[CH:23][CH:24]=[CH:25][CH:26]=4)[CH:21]=[CH:20][CH:19]=3)[CH:16]=[C:7]2[C:6]([NH:4][CH:1]([CH3:3])[CH3:2])=[N:11]1, predict the reactants needed to synthesize it. The reactants are: [CH:1]([NH2:4])([CH3:3])[CH3:2].Cl[C:6]1[C:7]2[C:8](=[CH:14][N:15]([CH2:17][C:18]3[C:27]4[C:22](=[CH:23][CH:24]=[CH:25][CH:26]=4)[CH:21]=[CH:20][CH:19]=3)[CH:16]=2)[C:9](=[O:13])[N:10]([CH3:12])[N:11]=1. (2) Given the product [Cl:10][C:11]1[CH:12]=[CH:13][C:14]2[O:27][CH:26]([CH2:28][F:7])[N:17]3[C:18]4[CH:19]=[CH:20][CH:21]=[C:22]([F:25])[C:23]=4[CH:24]=[C:16]3[C:15]=2[N:30]=1, predict the reactants needed to synthesize it. The reactants are: CCN(S(F)(F)[F:7])CC.[Cl:10][C:11]1[CH:12]=[CH:13][C:14]2[O:27][CH:26]([CH2:28]O)[N:17]3[C:18]4[CH:19]=[CH:20][CH:21]=[C:22]([F:25])[C:23]=4[CH:24]=[C:16]3[C:15]=2[N:30]=1. (3) The reactants are: C(C12CCN(CC1)CC2)#N.Cl.[N:12]12[CH2:19][CH2:18][C:15]([C:20]([OH:22])=[O:21])([CH2:16][CH2:17]1)[CH2:14][CH2:13]2.CO. Given the product [N:12]12[CH2:19][CH2:18][C:15]([C:20]([OH:22])=[O:21])([CH2:16][CH2:17]1)[CH2:14][CH2:13]2.[N:12]12[CH2:19][CH2:18][C:15]([CH2:20][OH:21])([CH2:16][CH2:17]1)[CH2:14][CH2:13]2, predict the reactants needed to synthesize it. (4) Given the product [Br:1][C:2]1[CH:10]=[C:9]2[C:5]([CH:6]=[N:7][N:8]2[CH3:11])=[C:4]([C:12]2[O:20][C:19]([CH2:18][Cl:17])=[N:15][N:16]=2)[CH:3]=1, predict the reactants needed to synthesize it. The reactants are: [Br:1][C:2]1[CH:10]=[C:9]2[C:5]([CH:6]=[N:7][N:8]2[CH3:11])=[C:4]([C:12]2[NH:16][N:15]=NN=2)[CH:3]=1.[Cl:17][CH2:18][C:19](Cl)=[O:20]. (5) Given the product [ClH:33].[CH:28]1([NH:27][C:25]2[N:26]=[C:21]([NH:20][C:17]3[CH:18]=[CH:19][C:14]([N:11]4[CH2:12][CH2:13][NH:8][CH2:9][CH2:10]4)=[CH:15][N:16]=3)[N:22]=[CH:23][N:24]=2)[CH2:32][CH2:31][CH2:30][CH2:29]1, predict the reactants needed to synthesize it. The reactants are: C(OC([N:8]1[CH2:13][CH2:12][N:11]([C:14]2[CH:15]=[N:16][C:17]([NH:20][C:21]3[N:26]=[C:25]([NH:27][CH:28]4[CH2:32][CH2:31][CH2:30][CH2:29]4)[N:24]=[CH:23][N:22]=3)=[CH:18][CH:19]=2)[CH2:10][CH2:9]1)=O)(C)(C)C.[ClH:33].CO.C(OCC)C. (6) Given the product [OH:1][C@:2]1([CH2:9][NH:10][C:11]([C:13]2[C:14]3[CH:15]=[CH:16][C:17]([N:27]4[CH2:28][CH2:30][CH:33]([OH:34])[CH:31]4[CH3:32])=[N:18][C:19]=3[CH:20]=[CH:21][C:22]=2[Cl:23])=[O:12])[CH2:7][CH2:6][CH2:5][C@@H:4]([CH3:8])[CH2:3]1, predict the reactants needed to synthesize it. The reactants are: [OH:1][C@:2]1([CH2:9][NH:10][C:11]([C:13]2[C:14]3[CH:15]=[CH:16][C:17](Cl)=[N:18][C:19]=3[CH:20]=[CH:21][C:22]=2[Cl:23])=[O:12])[CH2:7][CH2:6][CH2:5][C@@H:4]([CH3:8])[CH2:3]1.CC[N:27]([CH:31]([CH3:33])[CH3:32])[CH:28]([CH3:30])C.[OH:34]CC1CCNC1. (7) The reactants are: [CH2:1]([NH:3][C:4]([NH:6][C:7]1[NH:11][C:10]2[C:12]([C@H:27]3[CH2:31][CH2:30][CH2:29][O:28]3)=[C:13]([F:26])[C:14]([C:16]3[CH:17]=[N:18][C:19]([C:22]([OH:25])([CH3:24])[CH3:23])=[N:20][CH:21]=3)=[CH:15][C:9]=2[N:8]=1)=[O:5])[CH3:2].[CH3:32][C:33]([O:36][C:37](O[C:37]([O:36][C:33]([CH3:35])([CH3:34])[CH3:32])=[O:38])=[O:38])([CH3:35])[CH3:34]. Given the product [C:37]([N:6]([C:7]1[NH:11][C:10]2[C:12]([C@H:27]3[CH2:31][CH2:30][CH2:29][O:28]3)=[C:13]([F:26])[C:14]([C:16]3[CH:17]=[N:18][C:19]([C:22]([OH:25])([CH3:24])[CH3:23])=[N:20][CH:21]=3)=[CH:15][C:9]=2[N:8]=1)[C:4](=[O:5])[N:3]([C:37]([O:36][C:33]([CH3:35])([CH3:34])[CH3:32])=[O:38])[CH2:1][CH3:2])([O:36][C:33]([CH3:35])([CH3:34])[CH3:32])=[O:38], predict the reactants needed to synthesize it.